Dataset: Protein-peptide binding for MDM2, ACE2, and 12ca5 with 34 validated binders. Task: Binary Classification. Given protein and peptide amino acid sequences, predict whether they interact or not. (1) The protein target is MDM2 with sequence MCNTNMSVPTDGAVTTSQIPASEQETLVRPKPLLLKLLKSVGAQKDTYTMKEVLFYLGQYIMTKRLYDEKQQHIVYCSNDLLGDLFGVPSFSVKEHRKIYTMIYRNLVVVNQQESSDSGTSVSENRCHLEGGSDQKDLVQELQEEKPSSSHLVSRPSTSSRRRAISETEENSDELSGERQRKRHKSDSISLSFDESLALCVIREICCERSSSSESTGTPSNPDLDAGVSEHSGDWLDQDSVSDQFSVEFEVESLDSEDYSLSEEGQELSDEDDEVYQVTVYQAGESDTDSFEEDPEISLADYWKCTSCNEMNPPLPSHCNRCWALRENWLPEDKGKDKGEISEKAKLENSTQAEEGFDVPDCKKTIVNDSRESCVEENDDKITQASQSQESEDYSQPSTSSSIIYSSQEDVKEFEREETQDKEESVESSLPLNAIEPCVICQGRPKNGCIVHGKTGHLMACFTCAKKLKKRNKPCPVCRQPIQMIVLTYFP. The peptide is LTFEHYYAQMTSK. (2) The protein target is MDM2 with sequence MCNTNMSVPTDGAVTTSQIPASEQETLVRPKPLLLKLLKSVGAQKDTYTMKEVLFYLGQYIMTKRLYDEKQQHIVYCSNDLLGDLFGVPSFSVKEHRKIYTMIYRNLVVVNQQESSDSGTSVSENRCHLEGGSDQKDLVQELQEEKPSSSHLVSRPSTSSRRRAISETEENSDELSGERQRKRHKSDSISLSFDESLALCVIREICCERSSSSESTGTPSNPDLDAGVSEHSGDWLDQDSVSDQFSVEFEVESLDSEDYSLSEEGQELSDEDDEVYQVTVYQAGESDTDSFEEDPEISLADYWKCTSCNEMNPPLPSHCNRCWALRENWLPEDKGKDKGEISEKAKLENSTQAEEGFDVPDCKKTIVNDSRESCVEENDDKITQASQSQESEDYSQPSTSSSIIYSSQEDVKEFEREETQDKEESVESSLPLNAIEPCVICQGRPKNGCIVHGKTGHLMACFTCAKKLKKRNKPCPVCRQPIQMIVLTYFP. The peptide is ASFAAYWNLLSP. The binding affinity (KD) is 10.0 nM. (3) The protein target is MDM2 with sequence MCNTNMSVPTDGAVTTSQIPASEQETLVRPKPLLLKLLKSVGAQKDTYTMKEVLFYLGQYIMTKRLYDEKQQHIVYCSNDLLGDLFGVPSFSVKEHRKIYTMIYRNLVVVNQQESSDSGTSVSENRCHLEGGSDQKDLVQELQEEKPSSSHLVSRPSTSSRRRAISETEENSDELSGERQRKRHKSDSISLSFDESLALCVIREICCERSSSSESTGTPSNPDLDAGVSEHSGDWLDQDSVSDQFSVEFEVESLDSEDYSLSEEGQELSDEDDEVYQVTVYQAGESDTDSFEEDPEISLADYWKCTSCNEMNPPLPSHCNRCWALRENWLPEDKGKDKGEISEKAKLENSTQAEEGFDVPDCKKTIVNDSRESCVEENDDKITQASQSQESEDYSQPSTSSSIIYSSQEDVKEFEREETQDKEESVESSLPLNAIEPCVICQGRPKNGCIVHGKTGHLMACFTCAKKLKKRNKPCPVCRQPIQMIVLTYFP. The peptide is ASFAEYWNALSPK. (4) The protein target is ACE2 with sequence MSSSSWLLLSLVAVTAAQSTIEEQAKTFLDKFNHEAEDLFYQSSLASWNYNTNITEENVQNMNNAGDKWSAFLKEQSTLAQMYPLQEIQNLTVKLQLQALQQNGSSVLSEDKSKRLNTILNTMSTIYSTGKVCNPDNPQECLLLEPGLNEIMANSLDYNERLWAWESWRSEVGKQLRPLYEEYVVLKNEMARANHYEDYGDYWRGDYEVNGVDGYDYSRGQLIEDVEHTFEEIKPLYEHLHAYVRAKLMNAYPSYISPIGCLPAHLLGDMWGRFWTNLYSLTVPFGQKPNIDVTDAMVDQAWDAQRIFKEAEKFFVSVGLPNMTQGFWENSMLTDPGNVQKAVCHPTAWDLGKGDFRILMCTKVTMDDFLTAHHEMGHIQYDMAYAAQPFLLRNGANEGFHEAVGEIMSLSAATPKHLKSIGLLSPDFQEDNETEINFLLKQALTIVGTLPFTYMLEKWRWMVFKGEIPKDQWMKKWWEMKREIVGVVEPVPHDETYCDP.... The peptide is WNVGVYHKWFRVK. (5) The protein target is MDM2 with sequence MCNTNMSVPTDGAVTTSQIPASEQETLVRPKPLLLKLLKSVGAQKDTYTMKEVLFYLGQYIMTKRLYDEKQQHIVYCSNDLLGDLFGVPSFSVKEHRKIYTMIYRNLVVVNQQESSDSGTSVSENRCHLEGGSDQKDLVQELQEEKPSSSHLVSRPSTSSRRRAISETEENSDELSGERQRKRHKSDSISLSFDESLALCVIREICCERSSSSESTGTPSNPDLDAGVSEHSGDWLDQDSVSDQFSVEFEVESLDSEDYSLSEEGQELSDEDDEVYQVTVYQAGESDTDSFEEDPEISLADYWKCTSCNEMNPPLPSHCNRCWALRENWLPEDKGKDKGEISEKAKLENSTQAEEGFDVPDCKKTIVNDSRESCVEENDDKITQASQSQESEDYSQPSTSSSIIYSSQEDVKEFEREETQDKEESVESSLPLNAIEPCVICQGRPKNGCIVHGKTGHLMACFTCAKKLKKRNKPCPVCRQPIQMIVLTYFP. The peptide is ASFAAYAALLAAK. (6) The protein target is MDM2 with sequence MCNTNMSVPTDGAVTTSQIPASEQETLVRPKPLLLKLLKSVGAQKDTYTMKEVLFYLGQYIMTKRLYDEKQQHIVYCSNDLLGDLFGVPSFSVKEHRKIYTMIYRNLVVVNQQESSDSGTSVSENRCHLEGGSDQKDLVQELQEEKPSSSHLVSRPSTSSRRRAISETEENSDELSGERQRKRHKSDSISLSFDESLALCVIREICCERSSSSESTGTPSNPDLDAGVSEHSGDWLDQDSVSDQFSVEFEVESLDSEDYSLSEEGQELSDEDDEVYQVTVYQAGESDTDSFEEDPEISLADYWKCTSCNEMNPPLPSHCNRCWALRENWLPEDKGKDKGEISEKAKLENSTQAEEGFDVPDCKKTIVNDSRESCVEENDDKITQASQSQESEDYSQPSTSSSIIYSSQEDVKEFEREETQDKEESVESSLPLNAIEPCVICQGRPKNGCIVHGKTGHLMACFTCAKKLKKRNKPCPVCRQPIQMIVLTYFP. The peptide is TSFAAYWNALSAK.